This data is from Forward reaction prediction with 1.9M reactions from USPTO patents (1976-2016). The task is: Predict the product of the given reaction. (1) Given the reactants [Br:1][C:2]1[CH:3]=[C:4]2[C:9](=[CH:10][CH:11]=1)[CH2:8][N:7]([C:12]1[N:17]=[C:16](Cl)[N:15]=[CH:14][N:13]=1)[CH2:6][CH2:5]2.[NH2:19][C:20]1[C:21]([CH3:29])=[C:22]([CH:26]=[CH:27][CH:28]=1)[C:23]([NH2:25])=[O:24].C(N(C(C)C)C(C)C)C.CC(O)C, predict the reaction product. The product is: [Br:1][C:2]1[CH:3]=[C:4]2[C:9](=[CH:10][CH:11]=1)[CH2:8][N:7]([C:12]1[N:13]=[CH:14][N:15]=[C:16]([NH:19][C:20]3[C:21]([CH3:29])=[C:22]([CH:26]=[CH:27][CH:28]=3)[C:23]([NH2:25])=[O:24])[N:17]=1)[CH2:6][CH2:5]2. (2) Given the reactants [NH2:1][CH2:2][CH2:3][O:4][CH2:5][CH2:6][OH:7].[CH3:8][C:9]([O:12][C:13](O[C:13]([O:12][C:9]([CH3:11])([CH3:10])[CH3:8])=[O:14])=[O:14])([CH3:11])[CH3:10], predict the reaction product. The product is: [OH:7][CH2:6][CH2:5][O:4][CH2:3][CH2:2][NH:1][C:13](=[O:14])[O:12][C:9]([CH3:11])([CH3:10])[CH3:8]. (3) Given the reactants [Br:1]C1SC(C)=C(C2C=CC(C(NC3C(F)=CC=CC=3F)=O)=CC=2)N=1.[CH3:25][C:26]1[CH:31]=[CH:30][C:29](B2OC(C)(C)C(C)(C)O2)=[CH:28]N=1.C([O-])([O-])=O.[Na+].[Na+].C[CH2:48][O:49][C:50](C)=[O:51], predict the reaction product. The product is: [CH3:48][O:49][C:50](=[O:51])[C:26]1[CH:25]=[CH:28][C:29]([Br:1])=[CH:30][CH:31]=1. (4) Given the reactants [Cl:1][C:2]1[C:7]([CH2:8][C:9]2[N:21]=[C:20]3[N:11]([C:12]([NH:27]CC4C=CC(OC)=CC=4OC)=[N:13][C:14]4[C:19]3=[CH:18][CH:17]=[C:16]3[O:22][C:23]([F:26])([F:25])[O:24][C:15]=43)[N:10]=2)=[CH:6][CH:5]=[CH:4][N:3]=1.FC(F)(F)C(O)=O, predict the reaction product. The product is: [Cl:1][C:2]1[C:7]([CH2:8][C:9]2[N:21]=[C:20]3[N:11]([C:12]([NH2:27])=[N:13][C:14]4[C:19]3=[CH:18][CH:17]=[C:16]3[O:22][C:23]([F:26])([F:25])[O:24][C:15]=43)[N:10]=2)=[CH:6][CH:5]=[CH:4][N:3]=1. (5) Given the reactants [Cl:1][C:2]1[CH:3]=[C:4]2[C:8](=[CH:9][CH:10]=1)[N:7]([C:11]1[N:15]([CH3:16])[N:14]=[C:13]([CH3:17])[C:12]=1/[CH:18]=[CH:19]/[C:20](=[N:22]/[OH:23])/[NH2:21])[CH:6]=[CH:5]2.N12CCCN=C1CCCCC2.Cl.[O:36]1CCC[CH2:37]1, predict the reaction product. The product is: [Cl:1][C:2]1[CH:3]=[C:4]2[C:8](=[CH:9][CH:10]=1)[N:7]([C:11]1[N:15]([CH3:16])[N:14]=[C:13]([CH3:17])[C:12]=1/[CH:18]=[CH:19]/[C:20]1[NH:21][C:37](=[O:36])[O:23][N:22]=1)[CH:6]=[CH:5]2. (6) Given the reactants [C:1]([Si:5]([O:8][C:9]1([C:12]2[CH:17]=[CH:16][C:15](B3OC(C)(C)C(C)(C)O3)=[CH:14][C:13]=2[F:27])[CH2:11][CH2:10]1)([CH3:7])[CH3:6])([CH3:4])([CH3:3])[CH3:2].C([O-])([O-])=O.[Cs+].[Cs+].Br[C:35](=[CH2:46])[C:36]([O:38][CH2:39][C:40]1[CH:45]=[CH:44][CH:43]=[CH:42][CH:41]=1)=[O:37], predict the reaction product. The product is: [Si:5]([O:8][C:9]1([C:12]2[CH:17]=[CH:16][C:15]([C:35](=[CH2:46])[C:36]([O:38][CH2:39][C:40]3[CH:45]=[CH:44][CH:43]=[CH:42][CH:41]=3)=[O:37])=[CH:14][C:13]=2[F:27])[CH2:11][CH2:10]1)([C:1]([CH3:2])([CH3:4])[CH3:3])([CH3:7])[CH3:6]. (7) The product is: [CH:1]([C:4]1[NH:5][C:6]2[C:11]([CH:12]=1)=[CH:10][C:9]([NH2:13])=[CH:8][CH:7]=2)([CH3:3])[CH3:2]. Given the reactants [CH:1]([C:4]1[NH:5][C:6]2[C:11]([CH:12]=1)=[CH:10][C:9]([N+:13]([O-])=O)=[CH:8][CH:7]=2)([CH3:3])[CH3:2], predict the reaction product.